Dataset: Forward reaction prediction with 1.9M reactions from USPTO patents (1976-2016). Task: Predict the product of the given reaction. (1) Given the reactants [NH:1]1[C:9]2[C:4](=[CH:5][CH:6]=[CH:7][CH:8]=2)[C:3]([CH2:10][C:11]([O:13][CH2:14][CH3:15])=[O:12])=[CH:2]1.[Br:16]N1C(=O)CCC1=O.[C:24]([O:31]C(OC(C)(C)C)=O)(=O)[O:25][C:26]([CH3:29])([CH3:28])[CH3:27].CCN(C(C)C)C(C)C, predict the reaction product. The product is: [Br:16][C:2]1[N:1]([C:24]([O:25][C:26]([CH3:29])([CH3:28])[CH3:27])=[O:31])[C:9]2[C:4]([C:3]=1[CH2:10][C:11]([O:13][CH2:14][CH3:15])=[O:12])=[CH:5][CH:6]=[CH:7][CH:8]=2. (2) Given the reactants [C:1]([NH:4][C:5]1[CH:13]=[CH:12][C:11]([S:14]([C:17]2[CH:22]=[CH:21][C:20]([CH2:23][CH2:24][N:25](C(OC(C)(C)C)=O)[CH2:26][C@@H:27]([C:29]3[CH:34]=[CH:33][CH:32]=[C:31]([Cl:35])[CH:30]=3)[OH:28])=[CH:19][CH:18]=2)(=[O:16])=[O:15])=[CH:10][C:6]=1[C:7]([OH:9])=[O:8])(=[O:3])[CH3:2].Cl, predict the reaction product. The product is: [C:1]([NH:4][C:5]1[CH:13]=[CH:12][C:11]([S:14]([C:17]2[CH:18]=[CH:19][C:20]([CH2:23][CH2:24][NH:25][CH2:26][C@@H:27]([C:29]3[CH:34]=[CH:33][CH:32]=[C:31]([Cl:35])[CH:30]=3)[OH:28])=[CH:21][CH:22]=2)(=[O:16])=[O:15])=[CH:10][C:6]=1[C:7]([OH:9])=[O:8])(=[O:3])[CH3:2].